This data is from Full USPTO retrosynthesis dataset with 1.9M reactions from patents (1976-2016). The task is: Predict the reactants needed to synthesize the given product. Given the product [CH2:10]([C@H:17]1[CH2:21][N:20]([C:7](=[O:9])[CH2:6][CH2:5][O:4][CH2:2][CH3:3])[C@H:19]([C:22]([NH:24][C:25]2[CH:30]=[CH:29][C:28]([O:31][C:32]3[CH:33]=[CH:34][C:35]([F:38])=[CH:36][CH:37]=3)=[CH:27][CH:26]=2)=[O:23])[CH2:18]1)[C:11]1[CH:12]=[CH:13][CH:14]=[CH:15][CH:16]=1, predict the reactants needed to synthesize it. The reactants are: Cl.[CH2:2]([O:4][CH2:5][CH2:6][C:7]([OH:9])=O)[CH3:3].[CH2:10]([C@H:17]1[CH2:21][NH:20][C@H:19]([C:22]([NH:24][C:25]2[CH:30]=[CH:29][C:28]([O:31][C:32]3[CH:37]=[CH:36][C:35]([F:38])=[CH:34][CH:33]=3)=[CH:27][CH:26]=2)=[O:23])[CH2:18]1)[C:11]1[CH:16]=[CH:15][CH:14]=[CH:13][CH:12]=1.